Dataset: Full USPTO retrosynthesis dataset with 1.9M reactions from patents (1976-2016). Task: Predict the reactants needed to synthesize the given product. (1) Given the product [F:34][C:23]1[CH:22]=[C:21]([N:6]2[C:5]3[CH2:8][CH2:9][O:10][CH2:11][C:4]=3[C:3]([C:2]([F:12])([F:1])[F:13])=[N:7]2)[CH:26]=[CH:25][C:24]=1[CH2:27][N:28]1[CH2:32][CH2:31][CH2:30][C:29]1=[O:33], predict the reactants needed to synthesize it. The reactants are: [F:1][C:2]([F:13])([F:12])[C:3]1[C:4]2[CH2:11][O:10][CH2:9][CH2:8][C:5]=2[NH:6][N:7]=1.C(=O)([O-])[O-].[K+].[K+].Br[C:21]1[CH:26]=[CH:25][C:24]([CH2:27][N:28]2[CH2:32][CH2:31][CH2:30][C:29]2=[O:33])=[C:23]([F:34])[CH:22]=1.CN(C)CC(O)=O. (2) The reactants are: [C:1]([C:4]1[C:5](=[O:21])[NH:6][C:7]2[C:12]([C:13]=1[C:14]1[CH:19]=[CH:18][CH:17]=[CH:16][CH:15]=1)=[CH:11][C:10]([Cl:20])=[CH:9][CH:8]=2)(=[O:3])[CH3:2].[CH3:22][O:23][C:24]1[CH:25]=[C:26]([CH:29]=[CH:30][C:31]=1[O:32][CH3:33])[CH:27]=O.[OH-].[Na+]. Given the product [Cl:20][C:10]1[CH:11]=[C:12]2[C:7](=[CH:8][CH:9]=1)[NH:6][C:5](=[O:21])[C:4]([C:1](=[O:3])[CH:2]=[CH:27][C:26]1[CH:29]=[CH:30][C:31]([O:32][CH3:33])=[C:24]([O:23][CH3:22])[CH:25]=1)=[C:13]2[C:14]1[CH:15]=[CH:16][CH:17]=[CH:18][CH:19]=1, predict the reactants needed to synthesize it.